From a dataset of Reaction yield outcomes from USPTO patents with 853,638 reactions. Predict the reaction yield, written as a fraction of the theoretical maximum amount of product (1.0 means a 100% yield; for example, 0.34 means a 34% yield). (1) The reactants are [CH3:1][O:2][C:3]([C:5]1[CH:33]=[C:8]2[N:9]=[CH:10][C:11]([C:19]3[CH:24]=[CH:23][C:22]([O:25][CH2:26][C:27]4[CH:32]=[CH:31][CH:30]=[CH:29][CH:28]=4)=[CH:21][CH:20]=3)=[C:12]([CH:13]3[CH2:18][CH2:17][CH2:16][CH2:15][CH2:14]3)[N:7]2[N:6]=1)=[O:4].[Br:34]N1C(=O)CCC1=O. The catalyst is ClCCl. The product is [CH3:1][O:2][C:3]([C:5]1[C:33]([Br:34])=[C:8]2[N:9]=[CH:10][C:11]([C:19]3[CH:20]=[CH:21][C:22]([O:25][CH2:26][C:27]4[CH:28]=[CH:29][CH:30]=[CH:31][CH:32]=4)=[CH:23][CH:24]=3)=[C:12]([CH:13]3[CH2:18][CH2:17][CH2:16][CH2:15][CH2:14]3)[N:7]2[N:6]=1)=[O:4]. The yield is 0.110. (2) The reactants are [F:1][C:2]1[CH:7]=[C:6]([F:8])[CH:5]=[CH:4][C:3]=1[C@:9]([OH:25])([C@H:16]([C:18]1[C:23]([F:24])=[CH:22][N:21]=[CH:20][N:19]=1)[CH3:17])[CH2:10][N:11]1[CH:15]=[N:14][CH:13]=[N:12]1.N1C=NN=N1.C(N(C(C)C)[P:35]([O:44][CH2:45][C:46]1[CH:51]=[CH:50][CH:49]=[CH:48][CH:47]=1)[O:36][CH2:37][C:38]1[CH:43]=[CH:42][CH:41]=[CH:40][CH:39]=1)(C)C.ClC1C=C(C=CC=1)C(OO)=[O:60]. The catalyst is CN(C)C1C=CN=CC=1.C(Cl)Cl. The product is [P:35]([O:25][C@@:9]([C:3]1[CH:4]=[CH:5][C:6]([F:8])=[CH:7][C:2]=1[F:1])([C@H:16]([C:18]1[C:23]([F:24])=[CH:22][N:21]=[CH:20][N:19]=1)[CH3:17])[CH2:10][N:11]1[CH:15]=[N:14][CH:13]=[N:12]1)([O:36][CH2:37][C:38]1[CH:39]=[CH:40][CH:41]=[CH:42][CH:43]=1)([O:44][CH2:45][C:46]1[CH:47]=[CH:48][CH:49]=[CH:50][CH:51]=1)=[O:60]. The yield is 0.600. (3) The reactants are [Cl:1][C:2]1[N:10]=[CH:9][C:8]([F:11])=[CH:7][C:3]=1[C:4]([NH2:6])=O.CCN(CC)CC.C(OC(C(F)(F)F)=O)(C(F)(F)F)=O. The catalyst is C(Cl)Cl. The product is [Cl:1][C:2]1[N:10]=[CH:9][C:8]([F:11])=[CH:7][C:3]=1[C:4]#[N:6]. The yield is 0.860. (4) The reactants are [CH2:1]([N:3]([CH2:36][CH3:37])[CH2:4][CH2:5][CH2:6][NH:7][C:8]1[N:9]=[C:10]([C:27]2[CH:28]=[C:29]([CH:33]=[CH:34][CH:35]=2)[C:30]([OH:32])=O)[C:11]2[CH:17]=[CH:16][C:15](=[O:18])[N:14]([C:19]3[C:24]([F:25])=[CH:23][CH:22]=[CH:21][C:20]=3[F:26])[C:12]=2[N:13]=1)[CH3:2].CN(C(ON1N=[N:53][C:48]2[CH:49]=[CH:50][CH:51]=[CH:52]C1=2)=[N+](C)C)C.F[P-](F)(F)(F)(F)F.C(N(CC)CC)C.C1(N)CCCC1. The catalyst is CN(C=O)C. The product is [CH:48]1([NH:53][C:30](=[O:32])[C:29]2[CH:33]=[CH:34][CH:35]=[C:27]([C:10]3[C:11]4[CH:17]=[CH:16][C:15](=[O:18])[N:14]([C:19]5[C:24]([F:25])=[CH:23][CH:22]=[CH:21][C:20]=5[F:26])[C:12]=4[N:13]=[C:8]([NH:7][CH2:6][CH2:5][CH2:4][N:3]([CH2:36][CH3:37])[CH2:1][CH3:2])[N:9]=3)[CH:28]=2)[CH2:49][CH2:50][CH2:51][CH2:52]1. The yield is 0.170. (5) The reactants are B(Cl)(Cl)Cl.[CH3:5][C:6]([C:10]1[CH:11]=[CH:12][C:13]([O:18]C)=[C:14]([CH:17]=1)[CH:15]=[O:16])([CH3:9])[CH:7]=[CH2:8].O. The catalyst is C(Cl)Cl. The product is [CH3:9][C:6]([C:10]1[CH:11]=[CH:12][C:13]([OH:18])=[C:14]([CH:17]=1)[CH:15]=[O:16])([CH3:5])[CH:7]=[CH2:8]. The yield is 0.560.